This data is from Reaction yield outcomes from USPTO patents with 853,638 reactions. The task is: Predict the reaction yield, written as a fraction of the theoretical maximum amount of product (1.0 means a 100% yield; for example, 0.34 means a 34% yield). (1) The reactants are [Cl:1][C:2]1[CH:3]=[N:4][N:5]([CH3:16])[C:6]=1[C:7]1[CH:8]=[C:9]([C:13]([OH:15])=O)[O:10][C:11]=1[CH3:12].[NH2:17][C@@H:18]([CH2:31][C:32]1[CH:37]=[CH:36][C:35]([F:38])=[C:34]([F:39])[CH:33]=1)[CH2:19][N:20]1[C:28](=[O:29])[C:27]2[C:22](=[CH:23][CH:24]=[CH:25][CH:26]=2)[C:21]1=[O:30].C(N(CC)C(C)C)(C)C.F[P-](F)(F)(F)(F)F.Br[P+](N1CCCC1)(N1CCCC1)N1CCCC1. The catalyst is C(Cl)Cl. The product is [Cl:1][C:2]1[CH:3]=[N:4][N:5]([CH3:16])[C:6]=1[C:7]1[CH:8]=[C:9]([C:13]([NH:17][C@H:18]([CH2:19][N:20]2[C:21](=[O:30])[C:22]3[C:27](=[CH:26][CH:25]=[CH:24][CH:23]=3)[C:28]2=[O:29])[CH2:31][C:32]2[CH:37]=[CH:36][C:35]([F:38])=[C:34]([F:39])[CH:33]=2)=[O:15])[O:10][C:11]=1[CH3:12]. The yield is 0.570. (2) The reactants are [Br:1][C:2]1[CH:3]=[C:4]([NH:13][CH:14]([CH2:16][CH3:17])[CH3:15])[C:5]([CH3:12])=[C:6]([CH:11]=1)[C:7]([O:9][CH3:10])=[O:8].[C:18](OC(=O)C)(=[O:20])[CH3:19]. The catalyst is CCOC(C)=O. The product is [Br:1][C:2]1[CH:3]=[C:4]([N:13]([CH:14]([CH2:16][CH3:17])[CH3:15])[C:18](=[O:20])[CH3:19])[C:5]([CH3:12])=[C:6]([CH:11]=1)[C:7]([O:9][CH3:10])=[O:8]. The yield is 1.00. (3) The reactants are [C:1]([O:5][C:6]([N:8]1[CH2:13][CH2:12][C:11](=[C:14]([C:19]2[CH:24]=[CH:23][CH:22]=[CH:21][CH:20]=2)[C:15]([NH:17][NH2:18])=[O:16])[CH2:10][CH2:9]1)=[O:7])([CH3:4])([CH3:3])[CH3:2].CCN(C(C)C)C(C)C.[CH3:34][C:35]([CH3:46])([CH3:45])[C:36](O[C:34](=O)[C:35]([CH3:46])([CH3:45])[CH3:36])=O.C1C=CC(P(C2C=CC=CC=2)C2C=CC=CC=2)=CC=1.ClC(Cl)(Cl)C(Cl)(Cl)Cl. The catalyst is CC#N. The product is [C:1]([O:5][C:6]([N:8]1[CH2:9][CH2:10][C:11](=[C:14]([C:19]2[CH:20]=[CH:21][CH:22]=[CH:23][CH:24]=2)[C:15]2[O:16][C:34]([C:35]([CH3:46])([CH3:45])[CH3:36])=[N:18][N:17]=2)[CH2:12][CH2:13]1)=[O:7])([CH3:4])([CH3:2])[CH3:3]. The yield is 1.00. (4) The reactants are [CH2:1]([C:4]1[C:9]([C:10]([O:12]C)=[O:11])=[CH:8][CH:7]=[CH:6][C:5]=1[N:14]([CH2:28][CH3:29])[CH:15]1[CH2:20][CH2:19][N:18]([C:21]([O:23][C:24]([CH3:27])([CH3:26])[CH3:25])=[O:22])[CH2:17][CH2:16]1)[CH:2]=[CH2:3].[OH-].[Na+].Cl. The catalyst is CO. The product is [CH2:1]([C:4]1[C:5]([N:14]([CH:15]2[CH2:16][CH2:17][N:18]([C:21]([O:23][C:24]([CH3:25])([CH3:27])[CH3:26])=[O:22])[CH2:19][CH2:20]2)[CH2:28][CH3:29])=[CH:6][CH:7]=[CH:8][C:9]=1[C:10]([OH:12])=[O:11])[CH:2]=[CH2:3]. The yield is 0.830. (5) The reactants are [CH:1]([S:4]([CH2:7][C@H:8]1[C@@H:13]([N:14]2[CH2:18][CH2:17][C@H:16]([NH:19][C:20](=[O:31])[C:21]3[CH:26]=[CH:25][CH:24]=[C:23]([C:27]([F:30])([F:29])[F:28])[CH:22]=3)[C:15]2=[O:32])[CH2:12][CH2:11][NH:10][CH2:9]1)(=[O:6])=[O:5])([CH3:3])[CH3:2].[CH3:33][C:34]([CH3:36])=O.C(O[BH-](OC(=O)C)OC(=O)C)(=O)C.[Na+]. The catalyst is ClCCCl. The product is [CH:34]([N:10]1[CH2:11][CH2:12][C@H:13]([N:14]2[CH2:18][CH2:17][C@H:16]([NH:19][C:20](=[O:31])[C:21]3[CH:26]=[CH:25][CH:24]=[C:23]([C:27]([F:29])([F:28])[F:30])[CH:22]=3)[C:15]2=[O:32])[C@H:8]([CH2:7][S:4]([CH:1]([CH3:3])[CH3:2])(=[O:5])=[O:6])[CH2:9]1)([CH3:36])[CH3:33]. The yield is 0.160. (6) The reactants are CNC1C=CC=CC=1.C([Mg]Br)C.[CH3:13][CH:14]([C:16](=[O:20])[CH:17]([CH3:19])[CH3:18])[CH3:15].[Cl:21][C:22]1[CH:39]=[CH:38][C:25]([CH2:26][N:27]2[C:35]3[C:30](=[CH:31][CH:32]=[CH:33][CH:34]=3)[C:29](=[O:36])[C:28]2=[O:37])=[CH:24][CH:23]=1. The catalyst is C1C=CC=CC=1.C1COCC1. The product is [Cl:21][C:22]1[CH:23]=[CH:24][C:25]([CH2:26][N:27]2[C:35]3[C:30](=[CH:31][CH:32]=[CH:33][CH:34]=3)[C:29]([OH:36])([C:14]([CH3:15])([CH3:13])[C:16](=[O:20])[CH:17]([CH3:19])[CH3:18])[C:28]2=[O:37])=[CH:38][CH:39]=1. The yield is 0.220. (7) The reactants are Cl.Cl[C:3]1[CH:8]=[C:7]([C:9]2[CH:14]=[CH:13][CH:12]=[C:11]([Cl:15])[CH:10]=2)[N:6]=[C:5]2[CH2:16][CH2:17][CH2:18][C:4]=12.[NH2:19][C:20]1[CH:25]=[CH:24][C:23]([CH2:26][CH2:27][CH2:28][C:29]([NH2:31])=[O:30])=[CH:22][CH:21]=1.[OH-].[Na+]. The catalyst is Cl.CN1C(=O)CCC1.O. The product is [Cl:15][C:11]1[CH:10]=[C:9]([C:7]2[N:6]=[C:5]3[CH2:16][CH2:17][CH2:18][C:4]3=[C:3]([NH:19][C:20]3[CH:21]=[CH:22][C:23]([CH2:26][CH2:27][CH2:28][C:29]([NH2:31])=[O:30])=[CH:24][CH:25]=3)[CH:8]=2)[CH:14]=[CH:13][CH:12]=1. The yield is 0.370. (8) The reactants are Cl[C:2]1[N:7]=[C:6]([NH:8][C@H:9]([C:13]2[CH:14]=[N:15][CH:16]=[CH:17][CH:18]=2)[CH2:10][CH2:11][CH3:12])[C:5]([CH3:19])=[CH:4][N:3]=1.[C:20](=[O:23])([O-])[O-].[Na+].[Na+].[C:26]([O:29][CH2:30][CH3:31])(=O)C. The catalyst is C(O)CC.C1(C)C=CC=CC=1.C1C=CC([P]([Pd]([P](C2C=CC=CC=2)(C2C=CC=CC=2)C2C=CC=CC=2)([P](C2C=CC=CC=2)(C2C=CC=CC=2)C2C=CC=CC=2)[P](C2C=CC=CC=2)(C2C=CC=CC=2)C2C=CC=CC=2)(C2C=CC=CC=2)C2C=CC=CC=2)=CC=1. The product is [CH2:4]([NH:3][C:20]([NH:8][C:9]1[CH:10]=[CH:11][C:12]([C:2]2[N:7]=[C:6]([NH:8][C@H:9]([C:13]3[CH:14]=[N:15][CH:16]=[CH:17][CH:18]=3)[CH2:10][CH2:11][CH3:12])[C:5]([CH3:19])=[CH:4][N:3]=2)=[CH:31][C:30]=1[O:29][CH3:26])=[O:23])[CH3:5]. The yield is 0.570. (9) The reactants are [C:1](=[O:4])(O)[O-].[Na+].O.[Br:7][C:8]1[CH:13]=[CH:12][C:11]([C@@H:14]([NH2:16])[CH3:15])=[CH:10][CH:9]=1.ClC(Cl)(OC(=O)OC(Cl)(Cl)Cl)Cl. The catalyst is ClCCl. The product is [Br:7][C:8]1[CH:13]=[CH:12][C:11]([C@@H:14]([N:16]=[C:1]=[O:4])[CH3:15])=[CH:10][CH:9]=1. The yield is 0.794.